From a dataset of Reaction yield outcomes from USPTO patents with 853,638 reactions. Predict the reaction yield, written as a fraction of the theoretical maximum amount of product (1.0 means a 100% yield; for example, 0.34 means a 34% yield). (1) The yield is 0.800. The product is [N+:6]([O-:9])([OH:8])=[O:7].[N+:6]([O:5][CH2:4][CH2:3][CH2:2][NH2:1])([O-:8])=[O:7]. The catalyst is C(OC(=O)C)(=O)C. The reactants are [NH2:1][CH2:2][CH2:3][CH2:4][OH:5].[N+:6]([O-:9])([OH:8])=[O:7]. (2) The reactants are [CH3:1]I.[CH2:3]([O:5][C:6](=[O:22])[C:7](=[C:13]([SH:21])[NH:14][C:15]1[CH:20]=[CH:19][CH:18]=[CH:17][CH:16]=1)[C:8]([O:10][CH2:11][CH3:12])=[O:9])[CH3:4].[Na]. The catalyst is CN(C=O)C. The product is [CH2:11]([O:10][C:8](=[O:9])[C:7](=[C:13]([S:21][CH3:1])[NH:14][C:15]1[CH:16]=[CH:17][CH:18]=[CH:19][CH:20]=1)[C:6]([O:5][CH2:3][CH3:4])=[O:22])[CH3:12]. The yield is 0.840.